From a dataset of Full USPTO retrosynthesis dataset with 1.9M reactions from patents (1976-2016). Predict the reactants needed to synthesize the given product. (1) Given the product [CH3:2][O:3][C:4](=[O:17])[C:5]1[CH:6]=[CH:7][C:8]([CH:11]2[CH2:16][CH2:15][CH2:14][CH2:13][N:12]2[C:34]([O:36][CH2:37][C:38]2[CH:43]=[CH:42][CH:41]=[CH:40][CH:39]=2)=[O:35])=[CH:9][CH:10]=1, predict the reactants needed to synthesize it. The reactants are: Cl.[CH3:2][O:3][C:4](=[O:17])[C:5]1[CH:10]=[CH:9][C:8]([CH:11]2[CH2:16][CH2:15][CH2:14][CH2:13][NH:12]2)=[CH:7][CH:6]=1.CCN(C(C)C)C(C)C.C([O-])([O-])=O.[Na+].[Na+].Cl[C:34]([O:36][CH2:37][C:38]1[CH:43]=[CH:42][CH:41]=[CH:40][CH:39]=1)=[O:35]. (2) Given the product [C:37]([O:36][C:34]([NH:33][C:24]([NH:23][C@@H:18]1[CH2:19][CH2:20][CH2:21][CH2:22][C@@H:17]1[NH:16][C:14]1[C:13]2[C:8](=[CH:9][CH:10]=[C:11]([CH3:41])[CH:12]=2)[N:7]=[C:6]([C:4]([OH:5])=[O:3])[N:15]=1)=[N:25][C:26]([O:28][C:29]([CH3:32])([CH3:31])[CH3:30])=[O:27])=[O:35])([CH3:38])([CH3:39])[CH3:40], predict the reactants needed to synthesize it. The reactants are: C([O:3][C:4]([C:6]1[N:15]=[C:14]([NH:16][C@H:17]2[CH2:22][CH2:21][CH2:20][CH2:19][C@H:18]2[NH:23][C:24]([NH:33][C:34]([O:36][C:37]([CH3:40])([CH3:39])[CH3:38])=[O:35])=[N:25][C:26]([O:28][C:29]([CH3:32])([CH3:31])[CH3:30])=[O:27])[C:13]2[C:8](=[CH:9][CH:10]=[C:11]([CH3:41])[CH:12]=2)[N:7]=1)=[O:5])C.[OH-].[Na+].S([O-])(O)(=O)=O.[K+].